Predict the product of the given reaction. From a dataset of Forward reaction prediction with 1.9M reactions from USPTO patents (1976-2016). (1) Given the reactants [CH2:1]([O:5][C:6]1[CH:11]=[C:10]([O:12][CH2:13][CH:14]([CH3:16])[CH3:15])[CH:9]=[CH:8][C:7]=1[C:17]([C:24]1[CH:25]=[CH:26][C:27]([O:35][CH2:36][CH:37]([CH3:39])[CH3:38])=[C:28]([CH2:30][CH2:31][C:32]([OH:34])=[O:33])[CH:29]=1)=[CH:18][C:19]([O:21]CC)=[O:20])[CH:2]([CH3:4])[CH3:3].[OH-].[Na+].C(Cl)(Cl)Cl.Cl, predict the reaction product. The product is: [C:32]([CH2:31][CH2:30][C:28]1[CH:29]=[C:24]([C:17]([C:7]2[CH:8]=[CH:9][C:10]([O:12][CH2:13][CH:14]([CH3:15])[CH3:16])=[CH:11][C:6]=2[O:5][CH2:1][CH:2]([CH3:4])[CH3:3])=[CH:18][C:19]([OH:21])=[O:20])[CH:25]=[CH:26][C:27]=1[O:35][CH2:36][CH:37]([CH3:38])[CH3:39])([OH:34])=[O:33]. (2) Given the reactants [CH:1](I)=[CH2:2].C([Li])(C)(C)C.[F:9][C:10]([F:20])([F:19])[C:11]([C:13]1[S:17][C:16]([SH:18])=[N:15][CH:14]=1)=[O:12], predict the reaction product. The product is: [F:20][C:10]([F:9])([F:19])[C:11]([C:13]1[S:17][C:16]([SH:18])=[N:15][CH:14]=1)([OH:12])[CH:1]=[CH2:2]. (3) Given the reactants [NH2:1][C:2]1[S:3][C:4]([C:7]([OH:16])([C:12]([F:15])([F:14])[F:13])[C:8]([F:11])([F:10])[F:9])=[CH:5][N:6]=1.CCN(CC)CC.[P:24](Cl)([O:29][CH2:30][CH3:31])([O:26][CH2:27][CH3:28])=[O:25], predict the reaction product. The product is: [F:14][C:12]([F:15])([F:13])[C:7]([C:4]1[S:3][C:2]([NH:1][P:24]([O:29][CH2:30][CH3:31])([O:26][CH2:27][CH3:28])=[O:25])=[N:6][CH:5]=1)([OH:16])[C:8]([F:9])([F:10])[F:11]. (4) Given the reactants N[C:2]1[CH:3]=[C:4]([CH:9]=[C:10]([N+:13]([O-:15])=[O:14])[C:11]=1[CH3:12])[C:5]([O:7][CH3:8])=[O:6].N([O-])=O.[I-:19].[K+], predict the reaction product. The product is: [I:19][C:2]1[CH:3]=[C:4]([CH:9]=[C:10]([N+:13]([O-:15])=[O:14])[C:11]=1[CH3:12])[C:5]([O:7][CH3:8])=[O:6]. (5) The product is: [CH3:1][CH2:2][O:3][C:4]1[CH:9]=[CH:8][C:7]([CH2:10][C:11]2[CH:12]=[C:13]([C@@H:18]3[O:23][C@H:22]([CH2:24][OH:25])[C@@H:21]([OH:26])[C@H:20]([OH:27])[C@H:19]3[OH:28])[CH:14]=[CH:15][C:16]=2[Cl:17])=[CH:6][CH:5]=1.[CH2:29]([OH:33])[CH:30]([OH:32])[CH3:31]. Given the reactants [CH3:1][CH2:2][O:3][C:4]1[CH:5]=[CH:6][C:7]([CH2:10][C:11]2[CH:12]=[C:13]([C@@H:18]3[O:23][C@H:22]([CH2:24][OH:25])[C@@H:21]([OH:26])[C@H:20]([OH:27])[C@H:19]3[OH:28])[CH:14]=[CH:15][C:16]=2[Cl:17])=[CH:8][CH:9]=1.[CH2:29]([OH:33])[CH:30]([OH:32])[CH3:31].CO, predict the reaction product. (6) The product is: [Cl:40][C:23]1[S:22][C:21]([C:18]2[CH:19]=[CH:20][C:15]([C:12]3[CH:13]=[CH:14][C:9]([C:6]4([C:4]([OH:5])=[O:3])[CH2:8][CH2:7]4)=[CH:10][CH:11]=3)=[CH:16][CH:17]=2)=[C:25]([NH:26][C:27]([O:29][C@@H:30]([C:32]2[CH:37]=[CH:36][C:35]([F:38])=[CH:34][C:33]=2[Cl:39])[CH3:31])=[O:28])[CH:24]=1. Given the reactants C([O:3][C:4]([C:6]1([C:9]2[CH:14]=[CH:13][C:12]([C:15]3[CH:20]=[CH:19][C:18]([C:21]4[S:22][C:23]([Cl:40])=[CH:24][C:25]=4[NH:26][C:27]([O:29][C@@H:30]([C:32]4[CH:37]=[CH:36][C:35]([F:38])=[CH:34][C:33]=4[Cl:39])[CH3:31])=[O:28])=[CH:17][CH:16]=3)=[CH:11][CH:10]=2)[CH2:8][CH2:7]1)=[O:5])C.[OH-].[Na+].Cl, predict the reaction product. (7) Given the reactants [CH3:1][C:2]1[N:3]=[C:4]([C@H:7]2[CH2:11][CH2:10][CH2:9][NH:8]2)[S:5][CH:6]=1.[OH:12][CH2:13][C:14]1[CH:15]=[C:16]([CH:20]=[C:21]([C:23]([O:25][CH3:26])=[O:24])[CH:22]=1)[C:17](O)=[O:18].C1C=CC2N(O)N=NC=2C=1.CCN=C=NCCCN(C)C, predict the reaction product. The product is: [OH:18][CH2:17][C:16]1[CH:20]=[C:21]([CH:22]=[C:14]([C:13]([N:8]2[CH2:9][CH2:10][CH2:11][C@@H:7]2[C:4]2[S:5][CH:6]=[C:2]([CH3:1])[N:3]=2)=[O:12])[CH:15]=1)[C:23]([O:25][CH3:26])=[O:24].